From a dataset of Forward reaction prediction with 1.9M reactions from USPTO patents (1976-2016). Predict the product of the given reaction. (1) Given the reactants [CH3:1][C:2]1[N:3]=[C:4](/[C:7](/[CH2:14][C:15]2[CH:20]=[CH:19][C:18]([O:21][CH2:22][C:23]3[CH:28]=[CH:27][CH:26]=[CH:25][CH:24]=3)=[CH:17][CH:16]=2)=[CH:8]\[C:9]([O:11][CH2:12][CH3:13])=[O:10])[S:5][CH:6]=1.[Mg].Cl, predict the reaction product. The product is: [CH3:1][C:2]1[N:3]=[C:4]([CH:7]([CH2:14][C:15]2[CH:16]=[CH:17][C:18]([O:21][CH2:22][C:23]3[CH:24]=[CH:25][CH:26]=[CH:27][CH:28]=3)=[CH:19][CH:20]=2)[CH2:8][C:9]([O:11][CH2:12][CH3:13])=[O:10])[S:5][CH:6]=1. (2) The product is: [CH2:1]([O:8][C:9]1[CH:10]=[CH:11][C:12]2[CH2:13][C@H:14]3[N:26]([CH2:27][CH:28]4[CH2:30][CH2:29]4)[CH2:25][CH2:24][C@:20]45[C:21]=2[C:22]=1[O:23][C@H:19]4[CH2:18][CH2:17][CH2:16][C@@:15]35[O:31][CH3:36])[C:2]1[CH:7]=[CH:6][CH:5]=[CH:4][CH:3]=1. Given the reactants [CH2:1]([O:8][C:9]1[CH:10]=[CH:11][C:12]2[CH2:13][C@H:14]3[N:26]([CH2:27][CH:28]4[CH2:30][CH2:29]4)[CH2:25][CH2:24][C@:20]45[C:21]=2[C:22]=1[O:23][C@H:19]4[CH2:18][CH2:17][CH2:16][C@@:15]35[OH:31])[C:2]1[CH:7]=[CH:6][CH:5]=[CH:4][CH:3]=1.S(OC)(O[CH3:36])(=O)=O.[H-].[Na+], predict the reaction product. (3) Given the reactants B(F)(F)F.CCOCC.O[C:11]1([CH2:28][C:29]([O:31][CH2:32][CH3:33])=[O:30])[C:17]2[CH:18]=[CH:19][CH:20]=[CH:21][C:16]=2[O:15][C:14]2[CH:22]=[C:23]([O:26][CH3:27])[CH:24]=[CH:25][C:13]=2[CH2:12]1.C([SiH](CC)CC)C, predict the reaction product. The product is: [CH3:27][O:26][C:23]1[CH:24]=[CH:25][C:13]2[CH2:12][CH:11]([CH2:28][C:29]([O:31][CH2:32][CH3:33])=[O:30])[C:17]3[CH:18]=[CH:19][CH:20]=[CH:21][C:16]=3[O:15][C:14]=2[CH:22]=1. (4) Given the reactants C(OC(N1CCC2N(C)C3C(C(F)(F)F)=CC(NC4C=CC=CN=4)=CC=3C2C1)=O)(C)(C)C.C(OC([N:40]1[CH2:56][CH2:55][C@@H:43]2[N:44]([CH3:54])[C:45]3[C:46]([C:52]#[N:53])=[CH:47][C:48](Br)=[CH:49][C:50]=3[C@@H:42]2[CH2:41]1)=O)(C)(C)C.[F:57][C:58]([F:67])([F:66])[C:59]1[CH:64]=[CH:63][N:62]=[CH:61][C:60]=1[NH2:65].CC([O-])(C)C.[Na+], predict the reaction product. The product is: [CH3:54][N:44]1[C:45]2[C:50](=[CH:49][C:48]([NH:65][C:60]3[CH:61]=[N:62][CH:63]=[CH:64][C:59]=3[C:58]([F:67])([F:57])[F:66])=[CH:47][C:46]=2[C:52]#[N:53])[C@@H:42]2[CH2:41][NH:40][CH2:56][CH2:55][C@H:43]12.